Dataset: Catalyst prediction with 721,799 reactions and 888 catalyst types from USPTO. Task: Predict which catalyst facilitates the given reaction. (1) Reactant: [NH2:1][C@H:2]1[C:7]([F:9])([F:8])[CH2:6][CH2:5][CH2:4][C@H:3]1[NH:10][C:11]1[N:12]=[C:13]([NH:19][C:20]2[CH:21]=[C:22]3[C:27](=[CH:28][CH:29]=2)[N:26]=[CH:25][CH:24]=[CH:23]3)[C:14]([C:17]#[N:18])=[N:15][CH:16]=1.[OH-].[Na+].OO.CC(O)=[O:36]. Product: [NH2:1][C@H:2]1[C:7]([F:8])([F:9])[CH2:6][CH2:5][CH2:4][C@H:3]1[NH:10][C:11]1[N:12]=[C:13]([NH:19][C:20]2[CH:21]=[C:22]3[C:27](=[CH:28][CH:29]=2)[N:26]=[CH:25][CH:24]=[CH:23]3)[C:14]([C:17]([NH2:18])=[O:36])=[N:15][CH:16]=1. The catalyst class is: 593. (2) Reactant: [CH:1]1([CH2:4][N:5]2[C:14]3[CH:15]=[C:16]([O:19][CH2:20][C@@H:21]([NH:26]C(=O)OC(C)(C)C)[CH2:22][CH:23]([CH3:25])[CH3:24])[CH:17]=[CH:18][C:13]=3[C:12]3[C:7](=[CH:8][N:9]=[CH:10][CH:11]=3)[C:6]2=[O:34])[CH2:3][CH2:2]1.Cl.O1CCOCC1. The catalyst class is: 5. Product: [NH2:26][C@@H:21]([CH2:22][CH:23]([CH3:25])[CH3:24])[CH2:20][O:19][C:16]1[CH:17]=[CH:18][C:13]2[C:12]3[C:7](=[CH:8][N:9]=[CH:10][CH:11]=3)[C:6](=[O:34])[N:5]([CH2:4][CH:1]3[CH2:3][CH2:2]3)[C:14]=2[CH:15]=1. (3) Product: [C:9]([N:23]([C:20]1[CH:21]=[CH:22][C:17]([OH:16])=[CH:18][CH:19]=1)[CH2:24][C:25]([OH:27])=[O:26])([O:11][C:12]([CH3:13])([CH3:14])[CH3:15])=[O:10]. The catalyst class is: 6. Reactant: [C:9](O[C:9]([O:11][C:12]([CH3:15])([CH3:14])[CH3:13])=[O:10])([O:11][C:12]([CH3:15])([CH3:14])[CH3:13])=[O:10].[OH:16][C:17]1[CH:22]=[CH:21][C:20]([NH:23][CH2:24][C:25]([OH:27])=[O:26])=[CH:19][CH:18]=1.[OH-].[Na+].